Dataset: Full USPTO retrosynthesis dataset with 1.9M reactions from patents (1976-2016). Task: Predict the reactants needed to synthesize the given product. (1) The reactants are: ClC1C=C([B:10]([OH:12])[OH:11])C=C(F)C=1O.Br[C:14]1[CH:15]=[C:16]([F:23])[C:17]([O:21][CH3:22])=[C:18]([F:20])[CH:19]=1. Given the product [F:20][C:18]1[CH:19]=[C:14]([B:10]([OH:12])[OH:11])[CH:15]=[C:16]([F:23])[C:17]=1[O:21][CH3:22], predict the reactants needed to synthesize it. (2) Given the product [CH2:28]([O:19][C:18](=[O:20])[CH2:17][CH2:16][C:15]([C:12]1[CH:13]=[CH:14][C:9]([O:8][CH2:1][C:2]2[CH:3]=[CH:4][CH:5]=[CH:6][CH:7]=2)=[CH:10][C:11]=1[CH3:22])=[O:21])[CH3:29], predict the reactants needed to synthesize it. The reactants are: [CH2:1]([O:8][C:9]1[CH:14]=[CH:13][C:12]([C:15](=[O:21])[CH2:16][CH2:17][C:18]([OH:20])=[O:19])=[C:11]([CH3:22])[CH:10]=1)[C:2]1[CH:7]=[CH:6][CH:5]=[CH:4][CH:3]=1.OS(O)(=O)=O.[CH3:28][CH2:29]O. (3) Given the product [Br:20][CH2:9][C:8]([C:7]1[CH:6]=[CH:5][C:4]([C:11]2[CH:16]=[CH:15][C:14]([N+:17]([O-:19])=[O:18])=[CH:13][CH:12]=2)=[CH:3][C:2]=1[CH3:1])=[O:10], predict the reactants needed to synthesize it. The reactants are: [CH3:1][C:2]1[CH:3]=[C:4]([C:11]2[CH:16]=[CH:15][C:14]([N+:17]([O-:19])=[O:18])=[CH:13][CH:12]=2)[CH:5]=[CH:6][C:7]=1[C:8](=[O:10])[CH3:9].[Br-:20].[Br-].[Br-].[NH+]1C=CC=CC=1.[NH+]1C=CC=CC=1.[NH+]1C=CC=CC=1. (4) Given the product [OH:2][C:3]1[C:8]2[NH:9][C:10]([C:12]3[S:13][CH:14]=[CH:15][CH:16]=3)=[N:11][C:7]=2[C:6]([C:17]([NH:19][C@H:20]2[CH2:25][CH2:24][CH2:23][NH:22][CH2:21]2)=[O:18])=[CH:5][CH:4]=1, predict the reactants needed to synthesize it. The reactants are: C[O:2][C:3]1[C:8]2[NH:9][C:10]([C:12]3[S:13][CH:14]=[CH:15][CH:16]=3)=[N:11][C:7]=2[C:6]([C:17]([NH:19][C@H:20]2[CH2:25][CH2:24][CH2:23][N:22](C(OC(C)(C)C)=O)[CH2:21]2)=[O:18])=[CH:5][CH:4]=1.B(Br)(Br)Br.